Task: Predict the product of the given reaction.. Dataset: Forward reaction prediction with 1.9M reactions from USPTO patents (1976-2016) (1) Given the reactants [CH3:1][C@@:2]12[C@@H:10]([C:11](NC(C)(C)C)=[O:12])[CH2:9][CH2:8][C@H:7]1[C@@H:6]1[CH2:18][CH2:19][C@H:20]3[NH:26][C:24](=[O:25])[CH2:23][CH2:22][C@:21]3([CH3:27])[C@H:5]1[CH2:4][CH2:3]2.Cl.C[OH:30], predict the reaction product. The product is: [CH3:1][C@@:2]12[C@@H:10]([C:11]([OH:30])=[O:12])[CH2:9][CH2:8][C@H:7]1[C@@H:6]1[CH2:18][CH2:19][C@H:20]3[NH:26][C:24](=[O:25])[CH2:23][CH2:22][C@:21]3([CH3:27])[C@H:5]1[CH2:4][CH2:3]2. (2) Given the reactants [CH:1]([C:4]1[CH:12]=[CH:11][C:7]([C:8]([NH2:10])=[S:9])=[CH:6][CH:5]=1)([CH3:3])[CH3:2].Br[CH2:14][C:15]([C:17]1[CH:18]=[C:19]([CH:25]=[CH:26][CH:27]=1)[C:20]([O:22][CH2:23]C)=[O:21])=O.O, predict the reaction product. The product is: [CH:1]([C:4]1[CH:12]=[CH:11][C:7]([C:8]2[S:9][CH:14]=[C:15]([C:17]3[CH:18]=[C:19]([CH:25]=[CH:26][CH:27]=3)[C:20]([O:22][CH3:23])=[O:21])[N:10]=2)=[CH:6][CH:5]=1)([CH3:3])[CH3:2]. (3) Given the reactants [Cl:1][C:2]1[C:3]([Cl:11])=[N:4][CH:5]=[C:6]([CH:10]=1)[C:7](O)=[O:8].[C:12](N1C=CN=C1)([N:14]1C=CN=[CH:15]1)=O.CNC.O1CCCC1.C(=O)([O-])O.[Na+], predict the reaction product. The product is: [Cl:1][C:2]1[C:3]([Cl:11])=[N:4][CH:5]=[C:6]([CH:10]=1)[C:7]([N:14]([CH3:15])[CH3:12])=[O:8]. (4) The product is: [CH3:29][O:28][C:23]1[CH:22]=[C:21]2[C:20](=[CH:25][C:24]=1[O:26][CH3:27])[NH:19][C:13](=[O:15])[C:12]([C:7]1[NH:8][C:9]3[C:5]([CH:6]=1)=[CH:4][C:3]([C:1]#[N:2])=[CH:11][CH:10]=3)=[N:30]2. Given the reactants [C:1]([C:3]1[CH:4]=[C:5]2[C:9](=[CH:10][CH:11]=1)[NH:8][C:7]([C:12](=O)[C:13]([O:15]C)=O)=[CH:6]2)#[N:2].Cl.[NH2:19][C:20]1[CH:25]=[C:24]([O:26][CH3:27])[C:23]([O:28][CH3:29])=[CH:22][C:21]=1[NH2:30], predict the reaction product. (5) Given the reactants [Cl:1][C:2]1[CH:3]=[C:4]([C:8]2[C:13]([O:14][CH3:15])=[CH:12][CH:11]=[C:10]([CH2:16][C:17]3[CH:18]=[CH:19][C:20](F)=[N:21][CH:22]=3)[C:9]=2[F:24])[CH:5]=[CH:6][CH:7]=1.[NH:25]1[CH2:29][CH2:28]C[C@H:26]1[C:30]([OH:32])=[O:31].N12CCCN=C1CCCCC2, predict the reaction product. The product is: [Cl:1][C:2]1[CH:3]=[C:4]([C:8]2[C:13]([O:14][CH3:15])=[CH:12][CH:11]=[C:10]([CH2:16][C:17]3[CH:18]=[CH:19][C:20]([N:25]4[CH2:29][CH2:28][C@H:26]4[C:30]([OH:32])=[O:31])=[N:21][CH:22]=3)[C:9]=2[F:24])[CH:5]=[CH:6][CH:7]=1. (6) Given the reactants C([O:3][C:4](=[O:32])[CH2:5][S:6][C:7]1[S:11][C:10]([NH:12][C:13]([N:15]([C:22]2[CH:27]=[CH:26][C:25]([O:28][CH:29]([CH3:31])[CH3:30])=[CH:24][CH:23]=2)[CH2:16][CH:17]2[CH2:21][CH2:20][CH2:19]C2)=[O:14])=[N:9][CH:8]=1)C.[CH:33]1(N(C2C=CC(S(C)(=O)=O)=CC=2)C(=O)N(C)C2SC=C(CC(O)=O)N=2)CCCC1.C1(N(C)C2C=CC(OC(C)C)=CC=2)CCCC1.C(OC(=O)CSC1SC(N)=NC=1)C, predict the reaction product. The product is: [CH:16]1([N:15]([C:22]2[CH:23]=[CH:24][C:25]([O:28][CH:29]([CH3:31])[CH3:30])=[CH:26][CH:27]=2)[C:13](=[O:14])[N:12]([CH3:33])[C:10]2[S:11][C:7]([S:6][CH2:5][C:4]([OH:3])=[O:32])=[CH:8][N:9]=2)[CH2:17][CH2:21][CH2:20][CH2:19]1.